From a dataset of NCI-60 drug combinations with 297,098 pairs across 59 cell lines. Regression. Given two drug SMILES strings and cell line genomic features, predict the synergy score measuring deviation from expected non-interaction effect. (1) Drug 1: CC1=C(C(CCC1)(C)C)C=CC(=CC=CC(=CC(=O)O)C)C. Drug 2: C1=CC=C(C=C1)NC(=O)CCCCCCC(=O)NO. Cell line: BT-549. Synergy scores: CSS=7.75, Synergy_ZIP=-3.61, Synergy_Bliss=-3.51, Synergy_Loewe=-7.82, Synergy_HSA=-1.15. (2) Drug 1: C1CN1P(=S)(N2CC2)N3CC3. Drug 2: C1C(C(OC1N2C=NC3=C(N=C(N=C32)Cl)N)CO)O. Cell line: UACC-257. Synergy scores: CSS=5.51, Synergy_ZIP=-5.87, Synergy_Bliss=2.18, Synergy_Loewe=-11.2, Synergy_HSA=1.40.